From a dataset of Forward reaction prediction with 1.9M reactions from USPTO patents (1976-2016). Predict the product of the given reaction. (1) Given the reactants [F:1][C:2]1[CH:3]=[CH:4][C:5]([OH:13])=[C:6]2[C:11]=1[C:10](=[O:12])[CH2:9][CH2:8][CH2:7]2.[F:14][C:15]([F:28])([F:27])[S:16](O[S:16]([C:15]([F:28])([F:27])[F:14])(=[O:18])=[O:17])(=[O:18])=[O:17].Cl, predict the reaction product. The product is: [F:14][C:15]([F:28])([F:27])[S:16]([O:13][C:5]1[C:6]2[CH2:7][CH2:8][CH2:9][C:10](=[O:12])[C:11]=2[C:2]([F:1])=[CH:3][CH:4]=1)(=[O:18])=[O:17]. (2) Given the reactants [Cl:1][C:2]1[CH:7]=[CH:6][C:5]([O:8]C)=[CH:4][C:3]=1[C:10]1[O:11][C:12]2[C:17]([C:18](=[O:20])[CH:19]=1)=[C:16]([O:21]C)[CH:15]=[C:14]([O:23]C)[C:13]=2[C@@H:25]1[CH2:29][CH2:28][N:27]([CH3:30])[C@H:26]1[CH2:31][OH:32].Cl.N1C=CC=CC=1, predict the reaction product. The product is: [Cl:1][C:2]1[CH:7]=[CH:6][C:5]([OH:8])=[CH:4][C:3]=1[C:10]1[O:11][C:12]2[C:17]([C:18](=[O:20])[CH:19]=1)=[C:16]([OH:21])[CH:15]=[C:14]([OH:23])[C:13]=2[C@@H:25]1[CH2:29][CH2:28][N:27]([CH3:30])[C@H:26]1[CH2:31][OH:32].